From a dataset of NCI-60 drug combinations with 297,098 pairs across 59 cell lines. Regression. Given two drug SMILES strings and cell line genomic features, predict the synergy score measuring deviation from expected non-interaction effect. (1) Drug 1: CC1=CC2C(CCC3(C2CCC3(C(=O)C)OC(=O)C)C)C4(C1=CC(=O)CC4)C. Drug 2: C1=CN(C=N1)CC(O)(P(=O)(O)O)P(=O)(O)O. Cell line: HOP-62. Synergy scores: CSS=-8.71, Synergy_ZIP=3.52, Synergy_Bliss=0.539, Synergy_Loewe=-5.38, Synergy_HSA=-5.37. (2) Cell line: SNB-75. Drug 2: CCCCCOC(=O)NC1=NC(=O)N(C=C1F)C2C(C(C(O2)C)O)O. Drug 1: C1C(C(OC1N2C=C(C(=O)NC2=O)F)CO)O. Synergy scores: CSS=14.6, Synergy_ZIP=-4.33, Synergy_Bliss=0.517, Synergy_Loewe=-7.23, Synergy_HSA=-0.535. (3) Drug 1: C1=CC(=CC=C1CCC2=CNC3=C2C(=O)NC(=N3)N)C(=O)NC(CCC(=O)O)C(=O)O. Drug 2: C(CCl)NC(=O)N(CCCl)N=O. Cell line: SR. Synergy scores: CSS=72.3, Synergy_ZIP=-1.42, Synergy_Bliss=-2.17, Synergy_Loewe=-0.926, Synergy_HSA=1.09. (4) Drug 1: C1CCN(CC1)CCOC2=CC=C(C=C2)C(=O)C3=C(SC4=C3C=CC(=C4)O)C5=CC=C(C=C5)O. Drug 2: C1=NNC2=C1C(=O)NC=N2. Cell line: HT29. Synergy scores: CSS=-3.15, Synergy_ZIP=4.79, Synergy_Bliss=7.77, Synergy_Loewe=-3.03, Synergy_HSA=-1.93. (5) Drug 1: CC1=CC=C(C=C1)C2=CC(=NN2C3=CC=C(C=C3)S(=O)(=O)N)C(F)(F)F. Drug 2: C1CN1P(=S)(N2CC2)N3CC3. Cell line: SN12C. Synergy scores: CSS=30.1, Synergy_ZIP=-8.63, Synergy_Bliss=-2.08, Synergy_Loewe=-5.07, Synergy_HSA=1.01. (6) Drug 1: CCC1=CC2CC(C3=C(CN(C2)C1)C4=CC=CC=C4N3)(C5=C(C=C6C(=C5)C78CCN9C7C(C=CC9)(C(C(C8N6C)(C(=O)OC)O)OC(=O)C)CC)OC)C(=O)OC.C(C(C(=O)O)O)(C(=O)O)O. Drug 2: CC1=C2C(C(=O)C3(C(CC4C(C3C(C(C2(C)C)(CC1OC(=O)C(C(C5=CC=CC=C5)NC(=O)OC(C)(C)C)O)O)OC(=O)C6=CC=CC=C6)(CO4)OC(=O)C)O)C)O. Cell line: M14. Synergy scores: CSS=45.8, Synergy_ZIP=4.29, Synergy_Bliss=5.89, Synergy_Loewe=-6.05, Synergy_HSA=7.97. (7) Drug 1: CC1=C2C(C(=O)C3(C(CC4C(C3C(C(C2(C)C)(CC1OC(=O)C(C(C5=CC=CC=C5)NC(=O)OC(C)(C)C)O)O)OC(=O)C6=CC=CC=C6)(CO4)OC(=O)C)OC)C)OC. Drug 2: CC1C(C(CC(O1)OC2CC(CC3=C2C(=C4C(=C3O)C(=O)C5=CC=CC=C5C4=O)O)(C(=O)C)O)N)O. Cell line: LOX IMVI. Synergy scores: CSS=36.8, Synergy_ZIP=-9.05, Synergy_Bliss=-10.8, Synergy_Loewe=-5.09, Synergy_HSA=-3.74. (8) Drug 1: CNC(=O)C1=CC=CC=C1SC2=CC3=C(C=C2)C(=NN3)C=CC4=CC=CC=N4. Drug 2: CC1C(C(CC(O1)OC2CC(CC3=C2C(=C4C(=C3O)C(=O)C5=C(C4=O)C(=CC=C5)OC)O)(C(=O)CO)O)N)O.Cl. Cell line: COLO 205. Synergy scores: CSS=54.7, Synergy_ZIP=0.399, Synergy_Bliss=3.55, Synergy_Loewe=-13.3, Synergy_HSA=1.49.